Dataset: Full USPTO retrosynthesis dataset with 1.9M reactions from patents (1976-2016). Task: Predict the reactants needed to synthesize the given product. (1) Given the product [F:7][C:8]1[CH:13]=[CH:12][C:11]([F:14])=[CH:10][C:9]=1[C:15]1([S:29]([C:32]2[CH:33]=[CH:34][C:35]([C:38]([F:41])([F:39])[F:40])=[CH:36][CH:37]=2)(=[O:31])=[O:30])[CH2:20][CH2:19][CH:18]([CH2:21][S:22]([C:23]2[CH:28]=[CH:27][CH:26]=[CH:25][N:24]=2)(=[O:2])=[O:42])[CH2:17][CH2:16]1, predict the reactants needed to synthesize it. The reactants are: I([O-])(=O)(=O)=[O:2].[Na+].[F:7][C:8]1[CH:13]=[CH:12][C:11]([F:14])=[CH:10][C:9]=1[C:15]1([S:29]([C:32]2[CH:37]=[CH:36][C:35]([C:38]([F:41])([F:40])[F:39])=[CH:34][CH:33]=2)(=[O:31])=[O:30])[CH2:20][CH2:19][CH:18]([CH2:21][S:22][C:23]2[CH:28]=[CH:27][CH:26]=[CH:25][N:24]=2)[CH2:17][CH2:16]1.[OH2:42]. (2) Given the product [Cl:8][C:9]1[CH:14]=[C:13]([Cl:15])[CH:12]=[CH:11][C:10]=1[C@H:16]([N:18]1[C:22]2[CH:23]=[C:24]([N:27]3[CH2:32][CH2:31][N:30]([C:33]([C@H:35]4[CH2:39][CH2:38][CH2:37][NH:36]4)=[O:34])[CH2:29][C@H:28]3[CH3:47])[CH:25]=[CH:26][C:21]=2[N:20]=[CH:19]1)[CH3:17], predict the reactants needed to synthesize it. The reactants are: FC(F)(F)C(O)=O.[Cl:8][C:9]1[CH:14]=[C:13]([Cl:15])[CH:12]=[CH:11][C:10]=1[C@H:16]([N:18]1[C:22]2[CH:23]=[C:24]([N:27]3[CH2:32][CH2:31][N:30]([C:33]([C@H:35]4[CH2:39][CH2:38][CH2:37][N:36]4C(OC(C)(C)C)=O)=[O:34])[CH2:29][C@H:28]3[CH3:47])[CH:25]=[CH:26][C:21]=2[N:20]=[CH:19]1)[CH3:17]. (3) Given the product [Cl:1][C:2]1[CH:7]=[CH:6][C:5]([C:8]2[S:12][C:11]([C:13](=[O:14])[CH2:35][CH3:36])=[C:10]([C:19]3[CH:24]=[CH:23][C:22]([S:25]([NH2:26])(=[O:31])=[O:32])=[C:21]([CH3:33])[CH:20]=3)[C:9]=2[CH3:34])=[CH:4][CH:3]=1, predict the reactants needed to synthesize it. The reactants are: [Cl:1][C:2]1[CH:7]=[CH:6][C:5]([C:8]2[S:12][C:11]([C:13](N(OC)C)=[O:14])=[C:10]([C:19]3[CH:24]=[CH:23][C:22]([S:25](=[O:32])(=[O:31])[N:26]=CN(C)C)=[C:21]([CH3:33])[CH:20]=3)[C:9]=2[CH3:34])=[CH:4][CH:3]=1.[CH2:35]1COC[CH2:36]1. (4) Given the product [CH3:9][O:8][C:5]1[CH:6]=[CH:7][C:2]([N:23]2[CH2:22][CH2:21][N:20]([C:13]([O:15][C:16]([CH3:19])([CH3:18])[CH3:17])=[O:14])[CH2:25][CH2:24]2)=[C:3]([N+:10]([O-:12])=[O:11])[CH:4]=1, predict the reactants needed to synthesize it. The reactants are: Cl[C:2]1[CH:7]=[CH:6][C:5]([O:8][CH3:9])=[CH:4][C:3]=1[N+:10]([O-:12])=[O:11].[C:13]([N:20]1[CH2:25][CH2:24][NH:23][CH2:22][CH2:21]1)([O:15][C:16]([CH3:19])([CH3:18])[CH3:17])=[O:14]. (5) Given the product [Cl:1][C:2]1[CH:7]=[C:6]([NH:8][C:9]2[CH:14]=[CH:13][C:12]([F:15])=[CH:11][CH:10]=2)[CH:5]=[CH:4][C:3]=1[C:17]([C:19]1[CH:24]=[C:23]([C:25]2[N:26]=[N:27][N:28]([CH2:30][C:31]([NH2:47])=[O:32])[CH:29]=2)[CH:22]=[CH:21][C:20]=1[CH3:39])=[O:18], predict the reactants needed to synthesize it. The reactants are: [Cl:1][C:2]1[CH:7]=[C:6]([NH:8][C:9]2[CH:14]=[CH:13][C:12]([F:15])=[CH:11][C:10]=2F)[CH:5]=[CH:4][C:3]=1[C:17]([C:19]1[CH:24]=[C:23]([C:25]2[N:26]=[N:27][N:28]([CH2:30][CH2:31][O:32]C3CCCCO3)[CH:29]=2)[CH:22]=[CH:21][C:20]=1[CH3:39])=[O:18].ClC1C=C([NH:47]C2C=CC(F)=CC=2)C=CC=1C(C1C=C(C#C)C=CC=1C)=O.N(CC(N)=O)=[N+]=[N-]. (6) The reactants are: [F:1][C@H:2]1[C@H:7]([C:8]2[CH:13]=[CH:12][C:11]([O:14]C)=[C:10]([F:16])[CH:9]=2)[CH2:6][CH2:5][N:4]([CH:17]2[CH2:21][CH2:20][N:19]([CH2:22][C:23]3[CH:28]=[CH:27][C:26]([CH3:29])=[C:25]([F:30])[CH:24]=3)[C:18]2=[O:31])[CH2:3]1.B(Br)(Br)Br. Given the product [F:1][C@H:2]1[C@H:7]([C:8]2[CH:13]=[CH:12][C:11]([OH:14])=[C:10]([F:16])[CH:9]=2)[CH2:6][CH2:5][N:4]([CH:17]2[CH2:21][CH2:20][N:19]([CH2:22][C:23]3[CH:28]=[CH:27][C:26]([CH3:29])=[C:25]([F:30])[CH:24]=3)[C:18]2=[O:31])[CH2:3]1, predict the reactants needed to synthesize it. (7) Given the product [C:2]([C:6]1[CH:16]=[CH:15][CH:14]=[CH:13][C:7]=1[O:8][CH2:9][CH2:10][N:11]([CH3:12])[C:23]([C:18]1[N:17]=[CH:22][CH:21]=[CH:20][N:19]=1)=[O:25])([CH3:5])([CH3:3])[CH3:4], predict the reactants needed to synthesize it. The reactants are: Cl.[C:2]([C:6]1[CH:16]=[CH:15][CH:14]=[CH:13][C:7]=1[O:8][CH2:9][CH2:10][NH:11][CH3:12])([CH3:5])([CH3:4])[CH3:3].[N:17]1[CH:22]=[CH:21][CH:20]=[N:19][C:18]=1[C:23]([OH:25])=O.